From a dataset of Peptide-MHC class II binding affinity with 134,281 pairs from IEDB. Regression. Given a peptide amino acid sequence and an MHC pseudo amino acid sequence, predict their binding affinity value. This is MHC class II binding data. (1) The peptide sequence is PEVKYAVFEAALTKA. The MHC is DRB5_0101 with pseudo-sequence DRB5_0101. The binding affinity (normalized) is 0.751. (2) The peptide sequence is VSMMIAMEVVLRKRQ. The MHC is DRB1_0701 with pseudo-sequence DRB1_0701. The binding affinity (normalized) is 0.606. (3) The peptide sequence is KISVQYNLSHSYAVD. The MHC is DRB1_0701 with pseudo-sequence DRB1_0701. The binding affinity (normalized) is 0.975.